The task is: Predict which catalyst facilitates the given reaction.. This data is from Catalyst prediction with 721,799 reactions and 888 catalyst types from USPTO. (1) Reactant: [NH2:1][C:2]1[C:7]([Br:8])=[CH:6][C:5]([F:9])=[CH:4][C:3]=1[SH:10].CN1C(=O)CCC1.[CH3:18][CH:19]([CH3:23])[C:20](Cl)=O. Product: [Br:8][C:7]1[C:2]2[N:1]=[C:18]([CH:19]([CH3:23])[CH3:20])[S:10][C:3]=2[CH:4]=[C:5]([F:9])[CH:6]=1. The catalyst class is: 13. (2) The catalyst class is: 25. Reactant: [C:1](Cl)(=[NH:5])[CH:2]([CH3:4])[CH3:3].[N-:7]=[C:8]=[S:9].[Na+].N1C=CC=C[CH:12]=1.Cl.[F:18][C:19]1[CH:20]=[C:21]([CH:25]=[CH:26][C:27]=1[O:28][CH:29]1[CH2:33][CH2:32][N:31]([CH:34]2[CH2:39][CH2:38][NH:37][CH2:36][CH2:35]2)[C:30]1=[O:40])[C:22]([OH:24])=[O:23]. Product: [F:18][C:19]1[CH:20]=[C:21]([CH:25]=[CH:26][C:27]=1[O:28][CH:29]1[CH2:33][CH2:32][N:31]([CH:34]2[CH2:39][CH2:38][N:37]([C:8]3[S:9][N:5]=[C:1]([CH:2]([CH3:4])[CH3:3])[N:7]=3)[CH2:36][CH2:35]2)[C:30]1=[O:40])[C:22]([O:24][CH3:12])=[O:23]. (3) Reactant: [O:1]=[C:2]([CH2:9][C:10]([O:12][CH2:13][CH3:14])=[O:11])[CH2:3][C:4]([O:6][CH2:7][CH3:8])=[O:5].[Li+].[CH3:16]C([N-]C(C)C)C.CI.Cl. Product: [CH3:16][CH:9]([C:2](=[O:1])[CH2:3][C:4]([O:6][CH2:7][CH3:8])=[O:5])[C:10]([O:12][CH2:13][CH3:14])=[O:11]. The catalyst class is: 28.